Dataset: Full USPTO retrosynthesis dataset with 1.9M reactions from patents (1976-2016). Task: Predict the reactants needed to synthesize the given product. (1) Given the product [CH2:39]([O:38][C:36](=[O:37])[CH2:35][CH:15]1[CH2:16][CH2:17][N:12]([C:2]2[CH:7]=[CH:6][C:5]([NH2:8])=[CH:4][CH:3]=2)[CH2:13][CH2:14]1)[CH3:40], predict the reactants needed to synthesize it. The reactants are: F[C:2]1[CH:7]=[CH:6][C:5]([N+:8]([O-])=O)=[CH:4][CH:3]=1.Cl.[NH:12]1[CH2:17][CH2:16][C:15](=O)[CH2:14][CH2:13]1.C(=O)([O-])[O-].[K+].[K+].[H-].[Na+].C(OP([CH2:35][C:36]([O:38][CH2:39][CH3:40])=[O:37])(OCC)=O)C. (2) The reactants are: Cl[C:2]1[CH:7]=[CH:6][C:5]([C:8]2([C:14]3[CH:21]=[CH:20][C:17]([C:18]#[N:19])=[CH:16][CH:15]=3)[CH2:13][CH2:12][NH:11][CH2:10][CH2:9]2)=[CH:4][CH:3]=1.CC1(C)C(C)(C)OB([C:30]2[CH:31]=[N:32][NH:33][CH:34]=2)O1. Given the product [NH:32]1[CH:31]=[C:30]([C:2]2[CH:7]=[CH:6][C:5]([C:8]3([C:14]4[CH:21]=[CH:20][C:17]([C:18]#[N:19])=[CH:16][CH:15]=4)[CH2:13][CH2:12][NH:11][CH2:10][CH2:9]3)=[CH:4][CH:3]=2)[CH:34]=[N:33]1, predict the reactants needed to synthesize it. (3) Given the product [CH2:1]([C:8]12[CH2:23][CH2:22][C:21](=[O:24])[CH2:20][CH:9]1[CH2:10][CH2:11][CH2:12][C:13]1[CH:18]=[C:17]([OH:19])[CH:16]=[CH:15][C:14]=12)[C:2]1[CH:3]=[CH:4][CH:5]=[CH:6][CH:7]=1, predict the reactants needed to synthesize it. The reactants are: [CH2:1]([C:8]12[CH2:23][CH2:22][C:21](=[O:24])[CH:20]=[C:9]1[CH2:10][CH2:11][CH2:12][C:13]1[CH:18]=[C:17]([OH:19])[CH:16]=[CH:15][C:14]=12)[C:2]1[CH:7]=[CH:6][CH:5]=[CH:4][CH:3]=1.[H][H]. (4) The reactants are: CN1C2C=CC=CC=2N=C1COC1C=CC(C2N(C)N=CC=2C2C=CN=CC=2)=CC=1.[N:31]1[CH:36]=[CH:35][C:34]([C:37]2[C:38]([C:47]3[CH:52]=[CH:51][C:50]([OH:53])=[CH:49][CH:48]=3)=[N:39][N:40]([CH2:42][C:43]([F:46])([F:45])[F:44])[CH:41]=2)=[CH:33][CH:32]=1.[F:54][CH2:55][N:56]1[C:60]2[CH:61]=[CH:62][CH:63]=[CH:64][C:59]=2[N:58]=[C:57]1[CH2:65]O. Given the product [F:54][CH2:55][N:56]1[C:60]2[CH:61]=[CH:62][CH:63]=[CH:64][C:59]=2[N:58]=[C:57]1[CH2:65][O:53][C:50]1[CH:49]=[CH:48][C:47]([C:38]2[C:37]([C:34]3[CH:35]=[CH:36][N:31]=[CH:32][CH:33]=3)=[CH:41][N:40]([CH2:42][C:43]([F:45])([F:46])[F:44])[N:39]=2)=[CH:52][CH:51]=1, predict the reactants needed to synthesize it. (5) Given the product [OH:3][CH2:4][CH2:5][O:6][C:7]1[CH:8]=[C:9]2[C:13](=[CH:14][CH:15]=1)[C@H:12]([CH2:16][C:17]([O:19][CH2:20][CH3:21])=[O:18])[CH2:11][CH2:10]2, predict the reactants needed to synthesize it. The reactants are: C([O:3][CH:4](OCC)[CH2:5][O:6][C:7]1[CH:8]=[C:9]2[C:13](=[CH:14][CH:15]=1)[C@H:12]([CH2:16][C:17]([O:19][CH2:20][CH3:21])=[O:18])[CH2:11][CH2:10]2)C.C([O-])(O)=O.[Na+].[BH4-].[Na+].CO.